The task is: Regression. Given a peptide amino acid sequence and an MHC pseudo amino acid sequence, predict their binding affinity value. This is MHC class I binding data.. This data is from Peptide-MHC class I binding affinity with 185,985 pairs from IEDB/IMGT. (1) The peptide sequence is RTSKTSLER. The MHC is HLA-B45:01 with pseudo-sequence HLA-B45:01. The binding affinity (normalized) is 0. (2) The peptide sequence is MVSRLLLNR. The binding affinity (normalized) is 0.763. The MHC is HLA-A68:01 with pseudo-sequence HLA-A68:01. (3) The peptide sequence is SEMGANFKA. The MHC is HLA-B83:01 with pseudo-sequence HLA-B83:01. The binding affinity (normalized) is 0.213. (4) The peptide sequence is NELNYDNAGI. The MHC is HLA-B40:02 with pseudo-sequence HLA-B40:02. The binding affinity (normalized) is 0.0693. (5) The peptide sequence is KARARLLSM. The MHC is HLA-B57:01 with pseudo-sequence HLA-B57:01. The binding affinity (normalized) is 0.457.